This data is from NCI-60 drug combinations with 297,098 pairs across 59 cell lines. The task is: Regression. Given two drug SMILES strings and cell line genomic features, predict the synergy score measuring deviation from expected non-interaction effect. Drug 1: C1=C(C(=O)NC(=O)N1)N(CCCl)CCCl. Drug 2: CC1C(C(=O)NC(C(=O)N2CCCC2C(=O)N(CC(=O)N(C(C(=O)O1)C(C)C)C)C)C(C)C)NC(=O)C3=C4C(=C(C=C3)C)OC5=C(C(=O)C(=C(C5=N4)C(=O)NC6C(OC(=O)C(N(C(=O)CN(C(=O)C7CCCN7C(=O)C(NC6=O)C(C)C)C)C)C(C)C)C)N)C. Cell line: U251. Synergy scores: CSS=18.1, Synergy_ZIP=-9.43, Synergy_Bliss=-5.72, Synergy_Loewe=-5.46, Synergy_HSA=-5.68.